Dataset: Full USPTO retrosynthesis dataset with 1.9M reactions from patents (1976-2016). Task: Predict the reactants needed to synthesize the given product. (1) Given the product [C:36]([O:35][C:33](=[O:34])[NH:32][CH:16]([C:17]1[CH:22]=[CH:21][C:20]([C:23](=[O:31])[NH:24][C:25]2[CH:26]=[CH:27][N:28]=[CH:29][CH:30]=2)=[CH:19][CH:18]=1)[CH:12]1[CH2:13][CH2:14][CH2:15][NH:11]1)([CH3:39])([CH3:37])[CH3:38], predict the reactants needed to synthesize it. The reactants are: C(OC([N:11]1[CH2:15][CH2:14][CH2:13][CH:12]1[CH:16]([NH:32][C:33]([O:35][C:36]([CH3:39])([CH3:38])[CH3:37])=[O:34])[C:17]1[CH:22]=[CH:21][C:20]([C:23](=[O:31])[NH:24][C:25]2[CH:30]=[CH:29][N:28]=[CH:27][CH:26]=2)=[CH:19][CH:18]=1)=O)C1C=CC=CC=1.[H][H]. (2) Given the product [CH:36]([NH:2][C@@H:3]1[CH2:8][CH2:7][CH2:6][N:5]([C:9]2[N:10]=[N:11][C:12]([C:30]([NH2:32])=[O:31])=[C:13]([NH:15][C:16]3[CH:17]=[CH:18][C:19]([C:22]([N:24]4[CH2:25][CH2:26][O:27][CH2:28][CH2:29]4)=[O:23])=[CH:20][CH:21]=3)[N:14]=2)[CH2:4]1)([CH3:38])[CH3:37].[ClH:1], predict the reactants needed to synthesize it. The reactants are: [ClH:1].[NH2:2][C@@H:3]1[CH2:8][CH2:7][CH2:6][N:5]([C:9]2[N:10]=[N:11][C:12]([C:30]([NH2:32])=[O:31])=[C:13]([NH:15][C:16]3[CH:21]=[CH:20][C:19]([C:22]([N:24]4[CH2:29][CH2:28][O:27][CH2:26][CH2:25]4)=[O:23])=[CH:18][CH:17]=3)[N:14]=2)[CH2:4]1.CCN(C(C)C)[CH:36]([CH3:38])[CH3:37].CC(C)=O.CC(O)=O.[BH-](OC(C)=O)(OC(C)=O)OC(C)=O.[Na+]. (3) Given the product [NH2:2][CH:5]([C:10]1[CH:20]=[CH:19][C:13]([C:14]([O:16][CH2:17][CH3:18])=[O:15])=[CH:12][CH:11]=1)[CH2:6][CH2:7][CH3:8], predict the reactants needed to synthesize it. The reactants are: C([BH3-])#[N:2].[Na+].[C:5]([C:10]1[CH:20]=[CH:19][C:13]([C:14]([O:16][CH2:17][CH3:18])=[O:15])=[CH:12][CH:11]=1)(=O)[CH2:6][CH2:7][CH3:8].C([O-])(=O)C.[NH4+]. (4) Given the product [C:1]([O:5][C:6](=[O:32])[NH:7][C@@H:8]([C:12]1[CH:17]=[CH:16][C:15]([Cl:18])=[C:14]([C:19](=[O:30])[C:20]2[CH:25]=[CH:24][C:23]([NH2:26])=[C:22]([CH3:29])[CH:21]=2)[C:13]=1[F:31])[CH:9]1[CH2:11][CH2:10]1)([CH3:4])([CH3:2])[CH3:3], predict the reactants needed to synthesize it. The reactants are: [C:1]([O:5][C:6](=[O:32])[NH:7][C@@H:8]([C:12]1[CH:17]=[CH:16][C:15]([Cl:18])=[C:14]([C:19](=[O:30])[C:20]2[CH:25]=[CH:24][C:23]([N+:26]([O-])=O)=[C:22]([CH3:29])[CH:21]=2)[C:13]=1[F:31])[CH:9]1[CH2:11][CH2:10]1)([CH3:4])([CH3:3])[CH3:2]. (5) The reactants are: [Cl:1][C:2]1[CH:19]=[CH:18][CH:17]=[CH:16][C:3]=1[CH2:4][O:5][C:6]1[CH:11]=[CH:10][C:9]([N+:12]([O-])=O)=[CH:8][C:7]=1[Cl:15].C1COCC1.CO. Given the product [Cl:1][C:2]1[CH:19]=[CH:18][CH:17]=[CH:16][C:3]=1[CH2:4][O:5][C:6]1[CH:11]=[CH:10][C:9]([NH2:12])=[CH:8][C:7]=1[Cl:15], predict the reactants needed to synthesize it. (6) Given the product [CH3:18][N:19]([CH3:20])[C:15](=[O:17])[C@@H:12]([NH:11][C:1](=[O:2])[O:3][CH2:4][C:5]1[CH:10]=[CH:9][CH:8]=[CH:7][CH:6]=1)[CH2:13][OH:14], predict the reactants needed to synthesize it. The reactants are: [C:1]([NH:11][C@H:12]([C:15]([OH:17])=O)[CH2:13][OH:14])([O:3][CH2:4][C:5]1[CH:10]=[CH:9][CH:8]=[CH:7][CH:6]=1)=[O:2].[CH3:18][NH:19][CH3:20]. (7) Given the product [CH:1]1([C:7]2[N:8]([CH2:19][CH3:20])[C:9]3[C:14]([CH:15]=2)=[CH:13][C:12]([NH2:16])=[CH:11][CH:10]=3)[CH2:2][CH2:3][CH2:4][CH2:5][CH2:6]1, predict the reactants needed to synthesize it. The reactants are: [CH:1]1([C:7]2[N:8]([CH2:19][CH3:20])[C:9]3[C:14]([CH:15]=2)=[CH:13][C:12]([N+:16]([O-])=O)=[CH:11][CH:10]=3)[CH2:6][CH2:5][CH2:4][CH2:3][CH2:2]1. (8) Given the product [OH:25][CH2:24][C@H:23]([NH:22][C:18]([C:14]1[S:13][C:12](/[CH:11]=[CH:10]/[C:9]2[C:5]([CH2:1][CH2:2][CH2:3][CH3:4])=[N:6][O:7][C:8]=2[CH3:21])=[N:16][C:15]=1[CH3:17])=[O:20])[CH2:26][CH3:27], predict the reactants needed to synthesize it. The reactants are: [CH2:1]([C:5]1[C:9](/[CH:10]=[CH:11]/[C:12]2[S:13][C:14]([C:18]([OH:20])=O)=[C:15]([CH3:17])[N:16]=2)=[C:8]([CH3:21])[O:7][N:6]=1)[CH2:2][CH2:3][CH3:4].[NH2:22][C@H:23]([CH2:26][CH3:27])[CH2:24][OH:25]. (9) Given the product [CH:3]([C:5]1[CH:6]=[CH:7][C:8]([C:9]([CH2:15][C:16](=[O:17])[CH3:18])=[O:11])=[CH:12][CH:13]=1)=[CH2:4], predict the reactants needed to synthesize it. The reactants are: [H-].[Na+].[CH:3]([C:5]1[CH:13]=[CH:12][C:8]([C:9]([O-:11])=O)=[C:7](C)[CH:6]=1)=[CH2:4].[CH3:15][C:16]([CH3:18])=[O:17].Cl.S([O-])([O-])(=O)=O.[Mg+2].